From a dataset of Reaction yield outcomes from USPTO patents with 853,638 reactions. Predict the reaction yield, written as a fraction of the theoretical maximum amount of product (1.0 means a 100% yield; for example, 0.34 means a 34% yield). (1) The reactants are C(OC([N:8]1[CH2:13][CH2:12][CH2:11][CH:10]([CH2:14][C:15]2[CH:20]=[CH:19][CH:18]=[CH:17][CH:16]=2)[CH2:9]1)=O)(C)(C)C.[ClH:21]. The catalyst is CO.O1CCOCC1. The product is [ClH:21].[CH2:14]([CH:10]1[CH2:11][CH2:12][CH2:13][NH:8][CH2:9]1)[C:15]1[CH:20]=[CH:19][CH:18]=[CH:17][CH:16]=1. The yield is 1.00. (2) The catalyst is C(Cl)(Cl)Cl. The product is [F:27][C:28]1[CH:35]=[C:34]([F:36])[CH:33]=[CH:32][C:29]=1[CH2:30][N:1]1[CH2:4][CH:3]([C:5]2[CH:6]=[CH:7][C:8]3[O:17][CH2:16][CH2:15][C:14]4[S:13][C:12]([C:18]5[N:19]([CH:23]([CH3:24])[CH3:25])[N:20]=[CH:21][N:22]=5)=[N:11][C:10]=4[C:9]=3[CH:26]=2)[CH2:2]1. The yield is 0.500. The reactants are [NH:1]1[CH2:4][CH:3]([C:5]2[CH:6]=[CH:7][C:8]3[O:17][CH2:16][CH2:15][C:14]4[S:13][C:12]([C:18]5[N:19]([CH:23]([CH3:25])[CH3:24])[N:20]=[CH:21][N:22]=5)=[N:11][C:10]=4[C:9]=3[CH:26]=2)[CH2:2]1.[F:27][C:28]1[CH:35]=[C:34]([F:36])[CH:33]=[CH:32][C:29]=1[CH:30]=O.C(O[BH-](OC(=O)C)OC(=O)C)(=O)C.[Na+].C(=O)(O)[O-].[Na+].